Dataset: Reaction yield outcomes from USPTO patents with 853,638 reactions. Task: Predict the reaction yield, written as a fraction of the theoretical maximum amount of product (1.0 means a 100% yield; for example, 0.34 means a 34% yield). The reactants are CO[C:3](=O)[C@@H:4]1[CH2:8][C:7](=[CH:9][CH3:10])[CH2:6][N:5]1[C:11](OCC1C=CC=CC=1)=O.C[O:23][C:24](=O)[C@@H:25]1CC(=C)CN1C(OCC1C=CC=CC=1)=O. No catalyst specified. The product is [CH2:9]([C@@H:7]1[CH2:6][N:5]2[C@H:4]([CH2:3][C:24](=[O:23])[CH2:25][CH2:11]2)[CH2:8]1)[CH3:10]. The yield is 0.100.